This data is from Reaction yield outcomes from USPTO patents with 853,638 reactions. The task is: Predict the reaction yield, written as a fraction of the theoretical maximum amount of product (1.0 means a 100% yield; for example, 0.34 means a 34% yield). (1) The reactants are C(OC([N:8]1[CH2:13][CH2:12][N:11]([CH2:14][C:15]2[CH:20]=[CH:19][C:18]([NH:21][C:22]3[N:27]=[CH:26][C:25]4=[CH:28][CH:29]=[C:30]([C:31]5[CH:36]=[CH:35][CH:34]=[CH:33][C:32]=5[N:37]([S:39]([CH3:42])(=[O:41])=[O:40])[CH3:38])[N:24]4[N:23]=3)=[C:17]([O:43][CH3:44])[CH:16]=2)[CH2:10][CH2:9]1)=O)(C)(C)C.C(Cl)Cl.FC(F)(F)C(O)=O. No catalyst specified. The product is [CH3:44][O:43][C:17]1[CH:16]=[C:15]([CH2:14][N:11]2[CH2:12][CH2:13][NH:8][CH2:9][CH2:10]2)[CH:20]=[CH:19][C:18]=1[NH:21][C:22]1[N:27]=[CH:26][C:25]2=[CH:28][CH:29]=[C:30]([C:31]3[CH:36]=[CH:35][CH:34]=[CH:33][C:32]=3[N:37]([CH3:38])[S:39]([CH3:42])(=[O:41])=[O:40])[N:24]2[N:23]=1. The yield is 0.980. (2) The reactants are [Br:1][C:2]1[N:7]=[C:6]([C@:8]2([CH3:30])[CH2:13][S@:12](=[N:15][CH2:16][CH2:17][CH2:18][OH:19])(=[O:14])[C:11]([CH3:21])([CH3:20])[C:10]([NH:22][C:23](=[O:29])[O:24][C:25]([CH3:28])([CH3:27])[CH3:26])=[N:9]2)[C:5]([F:31])=[C:4]([Si:32]([CH2:37][CH3:38])([CH2:35][CH3:36])[CH2:33][CH3:34])[CH:3]=1.C(N(CC)CC)C.[S:46](Cl)([C:49]1[CH:55]=[CH:54][C:52]([CH3:53])=[CH:51][CH:50]=1)(=[O:48])=[O:47].[Cl-].[NH4+]. The catalyst is ClCCl.CN(C)C1C=CN=CC=1. The product is [CH3:53][C:52]1[CH:54]=[CH:55][C:49]([S:46]([O:19][CH2:18][CH2:17][CH2:16][N:15]=[S@@:12]2(=[O:14])[C:11]([CH3:20])([CH3:21])[C:10]([NH:22][C:23]([O:24][C:25]([CH3:28])([CH3:26])[CH3:27])=[O:29])=[N:9][C@@:8]([C:6]3[C:5]([F:31])=[C:4]([Si:32]([CH2:37][CH3:38])([CH2:35][CH3:36])[CH2:33][CH3:34])[CH:3]=[C:2]([Br:1])[N:7]=3)([CH3:30])[CH2:13]2)(=[O:48])=[O:47])=[CH:50][CH:51]=1. The yield is 0.830. (3) The reactants are [F:1][C:2]1[CH:3]=[C:4]([NH:10][C:11]2[C:16]([C:17]3[N:22]=[C:21]([CH3:23])[N:20]=[C:19]([N:24](CC4C=CC(OC)=CC=4)CC4C=CC(OC)=CC=4)[CH:18]=3)=[CH:15][C:14]([C@H:43]([N:45]3[CH2:50][CH2:49][N:48]([S:51]([CH3:54])(=[O:53])=[O:52])[CH2:47][CH2:46]3)[CH3:44])=[CH:13][N:12]=2)[CH:5]=[N:6][C:7]=1[O:8][CH3:9]. The catalyst is C(O)(C(F)(F)F)=O.OS(C(F)(F)F)(=O)=O. The product is [F:1][C:2]1[CH:3]=[C:4]([NH:10][C:11]2[C:16]([C:17]3[N:22]=[C:21]([CH3:23])[N:20]=[C:19]([NH2:24])[CH:18]=3)=[CH:15][C:14]([C@H:43]([N:45]3[CH2:46][CH2:47][N:48]([S:51]([CH3:54])(=[O:53])=[O:52])[CH2:49][CH2:50]3)[CH3:44])=[CH:13][N:12]=2)[CH:5]=[N:6][C:7]=1[O:8][CH3:9]. The yield is 0.810. (4) The reactants are [NH2:1][C:2]1[CH:10]=[CH:9][C:5]([C:6]([OH:8])=O)=[CH:4][N:3]=1.[F:11][C:12]1[CH:13]=[C:14]([CH:23]=[CH:24][CH:25]=1)[O:15][C:16]1[S:20]C(CN)=C[CH:17]=1.F[P-](F)(F)(F)(F)F.N1([P+](N(C)C)(N(C)C)N(C)C)C2C=CC=C[C:36]=2N=N1.C([N:54]([CH2:57][CH3:58])CC)C. The catalyst is CN(C)C=O.CO.C(OCC)(=O)C.O. The product is [NH2:1][C:2]1[CH:10]=[CH:9][C:5]([C:6]([NH:54][C:57]2[S:20][C:16]([O:15][C:14]3[CH:23]=[CH:24][CH:25]=[C:12]([F:11])[CH:13]=3)=[CH:17][CH:58]=2)=[O:8])=[C:4]([CH3:36])[N:3]=1. The yield is 0.439. (5) The reactants are [CH3:1][C:2]1[C:3](=[O:9])[NH:4][C:5](=[S:8])[NH:6][CH:7]=1.[OH-].[K+].[CH3:12]I. The catalyst is C(O)C. The product is [CH3:1][C:2]1[C:3](=[O:9])[N:4]=[C:5]([S:8][CH3:12])[NH:6][CH:7]=1. The yield is 0.719.